This data is from Forward reaction prediction with 1.9M reactions from USPTO patents (1976-2016). The task is: Predict the product of the given reaction. (1) Given the reactants [CH3:1][O:2][C:3](=[O:16])[C@@H:4]1[CH2:8][CH2:7][CH2:6][N:5]1[C:9]([N:11]1[CH:15]=[CH:14][N:13]=[CH:12]1)=[O:10].[CH3:17][I:18], predict the reaction product. The product is: [I-:18].[CH3:1][O:2][C:3]([C@@H:4]1[CH2:8][CH2:7][CH2:6][N:5]1[C:9]([N+:11]1([CH3:17])[CH:15]=[CH:14][NH:13][CH2:12]1)=[O:10])=[O:16]. (2) Given the reactants [C:1]12([CH2:11][NH:12][C:13]3[CH:18]=[CH:17][C:16]([S:19]([NH:22][C:23]([C:25]4[CH:30]=[CH:29][C:28]([C:31]5[CH:36]=[CH:35][C:34]([F:37])=[CH:33][C:32]=5[NH2:38])=[CH:27][CH:26]=4)=[O:24])(=[O:21])=[O:20])=[CH:15][C:14]=3[N+:39]([O-:41])=[O:40])[CH2:10][CH:5]3[CH2:6][CH:7]([CH2:9][CH:3]([CH2:4]3)[CH2:2]1)[CH2:8]2.Cl[C:43]([O:45][CH3:46])=[O:44].C(N(CC)C(C)C)(C)C.Cl, predict the reaction product. The product is: [C:1]12([CH2:11][NH:12][C:13]3[CH:18]=[CH:17][C:16]([S:19]([NH:22][C:23]([C:25]4[CH:30]=[CH:29][C:28]([C:31]5[CH:36]=[CH:35][C:34]([F:37])=[CH:33][C:32]=5[NH:38][C:43]([O:45][CH3:46])=[O:44])=[CH:27][CH:26]=4)=[O:24])(=[O:21])=[O:20])=[CH:15][C:14]=3[N+:39]([O-:41])=[O:40])[CH2:2][CH:3]3[CH2:9][CH:7]([CH2:6][CH:5]([CH2:4]3)[CH2:10]1)[CH2:8]2. (3) Given the reactants [NH2:1][C:2]1[C:7]([F:8])=[C:6]([C:9]2[CH:14]=[CH:13][C:12]([Cl:15])=[C:11]([O:16][CH3:17])[C:10]=2[F:18])[N:5]=[C:4]([CH:19]=[O:20])[CH:3]=1.Cl([O-])=[O:22].[Na+].CC(=CC)C.P([O-])([O-])(O)=O.[Na+].[Na+].Cl, predict the reaction product. The product is: [NH2:1][C:2]1[C:7]([F:8])=[C:6]([C:9]2[CH:14]=[CH:13][C:12]([Cl:15])=[C:11]([O:16][CH3:17])[C:10]=2[F:18])[N:5]=[C:4]([C:19]([OH:22])=[O:20])[CH:3]=1. (4) Given the reactants [F:1][C:2]([F:10])([F:9])[C:3]1([C:6](O)=[O:7])[CH2:5][CH2:4]1.CN(C(ON1N=NC2C=CC=CC1=2)=[N+](C)C)C.[B-](F)(F)(F)F.CN1CCOCC1.[CH3:40][C:41]1([CH3:55])[C:49]2[C:44](=[CH:45][C:46]([C:50]([NH:52][NH2:53])=[O:51])=[CH:47][CH:48]=2)[NH:43][C:42]1=[O:54], predict the reaction product. The product is: [CH3:40][C:41]1([CH3:55])[C:49]2[C:44](=[CH:45][C:46]([C:50]([NH:52][NH:53][C:6]([C:3]3([C:2]([F:10])([F:9])[F:1])[CH2:5][CH2:4]3)=[O:7])=[O:51])=[CH:47][CH:48]=2)[NH:43][C:42]1=[O:54]. (5) Given the reactants [CH:1]1(O)[C:10]2[C:5]3[C:6](=[CH:11][CH:12]=[CH:13][C:4]=3[CH2:3][O:2]1)[CH:7]=[CH:8][CH:9]=2.C[Si]([C:19]#[N:20])(C)C.C([O-])(O)=O.[Na+], predict the reaction product. The product is: [CH:1]1([C:19]#[N:20])[C:10]2[C:5]3[C:6](=[CH:11][CH:12]=[CH:13][C:4]=3[CH2:3][O:2]1)[CH:7]=[CH:8][CH:9]=2. (6) Given the reactants [Br:1][C:2]1[CH:3]=[C:4]2[C:9](=[C:10]3[CH:15]=[CH:14][CH:13]=[CH:12][C:11]=13)[N:8]=[CH:7][N:6]([C@H:16]1[CH2:21][CH2:20][CH2:19][CH2:18][C@@H:17]1[OH:22])[C:5]2=[O:23].[B:24]1([B:24]2[O:28][C:27]([CH3:30])([CH3:29])[C:26]([CH3:32])([CH3:31])[O:25]2)[O:28][C:27]([CH3:30])([CH3:29])[C:26]([CH3:32])([CH3:31])[O:25]1.C([O-])(=O)C.[K+].C(Cl)Cl, predict the reaction product. The product is: [Br:1][C:2]1[CH:3]=[C:4]2[C:9](=[C:10]3[CH:15]=[CH:14][CH:13]=[CH:12][C:11]=13)[N:8]=[CH:7][N:6]([C@H:16]1[CH2:21][CH2:20][CH2:19][CH2:18][C@@H:17]1[OH:22])[C:5]2=[O:23].[OH:22][C@H:17]1[CH2:18][CH2:19][CH2:20][CH2:21][C@@H:16]1[N:6]1[C:5](=[O:23])[C:4]2[C:9](=[C:10]3[CH:15]=[CH:14][CH:13]=[CH:12][C:11]3=[C:2]([B:24]3[O:28][C:27]([CH3:30])([CH3:29])[C:26]([CH3:32])([CH3:31])[O:25]3)[CH:3]=2)[N:8]=[CH:7]1. (7) Given the reactants [Cl:1][C:2]1[C:3]([CH3:17])=[C:4]([C:13](OC)=[O:14])[C:5]2[O:9][C:8]([CH2:10][CH3:11])=[CH:7][C:6]=2[CH:12]=1.[H-].[H-].[H-].[H-].[Li+].[Al+3], predict the reaction product. The product is: [Cl:1][C:2]1[C:3]([CH3:17])=[C:4]([CH2:13][OH:14])[C:5]2[O:9][C:8]([CH2:10][CH3:11])=[CH:7][C:6]=2[CH:12]=1. (8) Given the reactants Br[C:2]1[CH:3]=[C:4]([NH:14][C:15]([C:17]2[CH:18]=[N:19][CH:20]=[N:21][CH:22]=2)=[O:16])[CH:5]=[N:6][C:7]=1[O:8][CH2:9][C:10]([F:13])([F:12])[F:11].[Cl:23][C:24]1[CH:29]=[CH:28][C:27](B(O)O)=[CH:26][C:25]=1[CH3:33], predict the reaction product. The product is: [Cl:23][C:24]1[CH:29]=[CH:28][C:27]([C:2]2[CH:3]=[C:4]([NH:14][C:15]([C:17]3[CH:18]=[N:19][CH:20]=[N:21][CH:22]=3)=[O:16])[CH:5]=[N:6][C:7]=2[O:8][CH2:9][C:10]([F:13])([F:12])[F:11])=[CH:26][C:25]=1[CH3:33]. (9) Given the reactants [Cl:1][C:2]1[CH:7]=[CH:6][C:5]([CH:8]([NH:32]C(=O)OC(C)(C)C)[C:9]([NH:11][C:12]2[CH:13]=[N:14][CH:15]=[C:16]([C:18]([C:20]3[C:28]4[CH:27]=[N:26][CH:25]=[N:24][C:23]=4[N:22]([CH:29]([CH3:31])[CH3:30])[CH:21]=3)=[O:19])[CH:17]=2)=[O:10])=[CH:4][CH:3]=1.Cl.O1CCOCC1, predict the reaction product. The product is: [NH2:32][CH:8]([C:5]1[CH:6]=[CH:7][C:2]([Cl:1])=[CH:3][CH:4]=1)[C:9]([NH:11][C:12]1[CH:13]=[N:14][CH:15]=[C:16]([C:18]([C:20]2[C:28]3[CH:27]=[N:26][CH:25]=[N:24][C:23]=3[N:22]([CH:29]([CH3:31])[CH3:30])[CH:21]=2)=[O:19])[CH:17]=1)=[O:10]. (10) Given the reactants I[CH2:2][CH2:3][CH2:4][OH:5].[CH2:6]([NH:13][C:14](=[O:36])[N:15]([C:17]1[CH:18]=[C:19]([C:23]2[CH:28]=[CH:27][C:26]([CH2:29][CH2:30][C:31]([O:33][CH3:34])=[O:32])=[CH:25][C:24]=2[OH:35])[CH:20]=[CH:21][CH:22]=1)[CH3:16])[CH2:7][CH2:8][CH2:9][CH2:10][CH2:11][CH3:12].C(=O)([O-])[O-].[K+].[K+], predict the reaction product. The product is: [CH2:6]([NH:13][C:14](=[O:36])[N:15]([C:17]1[CH:18]=[C:19]([C:23]2[CH:28]=[CH:27][C:26]([CH2:29][CH2:30][C:31]([O:33][CH3:34])=[O:32])=[CH:25][C:24]=2[O:35][CH2:2][CH2:3][CH2:4][OH:5])[CH:20]=[CH:21][CH:22]=1)[CH3:16])[CH2:7][CH2:8][CH2:9][CH2:10][CH2:11][CH3:12].